This data is from Peptide-MHC class II binding affinity with 134,281 pairs from IEDB. The task is: Regression. Given a peptide amino acid sequence and an MHC pseudo amino acid sequence, predict their binding affinity value. This is MHC class II binding data. (1) The peptide sequence is AYDTYKSIPSLEAAV. The MHC is HLA-DQA10102-DQB10502 with pseudo-sequence HLA-DQA10102-DQB10502. The binding affinity (normalized) is 0.166. (2) The peptide sequence is GKWLDAKSTWYGKPT. The MHC is HLA-DQA10101-DQB10501 with pseudo-sequence HLA-DQA10101-DQB10501. The binding affinity (normalized) is 0.0161. (3) The peptide sequence is LKCRLKMDKLELKGM. The MHC is DRB1_1101 with pseudo-sequence DRB1_1101. The binding affinity (normalized) is 0.250. (4) The peptide sequence is KKGNVWEVKSSKPLV. The MHC is DRB1_1101 with pseudo-sequence DRB1_1101. The binding affinity (normalized) is 0.125.